This data is from Reaction yield outcomes from USPTO patents with 853,638 reactions. The task is: Predict the reaction yield, written as a fraction of the theoretical maximum amount of product (1.0 means a 100% yield; for example, 0.34 means a 34% yield). (1) No catalyst specified. The reactants are [CH2:1]([O:5][C:6]1[N:14]=[C:13]2[C:9]([N:10]=[CH:11][N:12]2[CH2:15][C:16]2[CH:17]=[N:18][C:19](Cl)=[CH:20][CH:21]=2)=[C:8]([NH2:23])[N:7]=1)[CH2:2][CH2:3][CH3:4].[CH2:24]([OH:27])[CH2:25][OH:26]. The product is [CH2:1]([O:5][C:6]1[N:14]=[C:13]2[C:9]([N:10]=[CH:11][N:12]2[CH2:15][C:16]2[CH:17]=[N:18][C:19]([O:26][CH2:25][CH2:24][OH:27])=[CH:20][CH:21]=2)=[C:8]([NH2:23])[N:7]=1)[CH2:2][CH2:3][CH3:4]. The yield is 0.830. (2) The reactants are [Cl:1][C:2]1[CH:10]=[CH:9][C:8]2[NH:7][C:6]3[CH2:11][CH2:12][N:13]([CH3:15])[CH2:14][C:5]=3[C:4]=2[CH:3]=1.[OH-].[K+].[CH2:18]([C:20]1[CH:25]=[CH:24][C:23]([CH:26]=[CH2:27])=[CH:22][N:21]=1)[CH3:19]. The catalyst is CN1CCCC1=O.O. The product is [Cl:1][C:2]1[CH:10]=[CH:9][C:8]2[N:7]([CH2:27][CH2:26][C:23]3[CH:22]=[N:21][C:20]([CH2:18][CH3:19])=[CH:25][CH:24]=3)[C:6]3[CH2:11][CH2:12][N:13]([CH3:15])[CH2:14][C:5]=3[C:4]=2[CH:3]=1. The yield is 0.100. (3) The reactants are [NH2:1][C:2]([CH3:6])([CH3:5])[CH2:3][OH:4].[H-].[Na+].[N+]([C:12]1[CH:19]=[CH:18][CH:17]=[C:16]([N+:20]([O-:22])=[O:21])[C:13]=1[C:14]#[N:15])([O-])=O.[C:23](O[C:23]([O:25][C:26]([CH3:29])([CH3:28])[CH3:27])=[O:24])([O:25][C:26]([CH3:29])([CH3:28])[CH3:27])=[O:24].C(O)(=O)CC(CC(O)=O)(C(O)=O)O. The catalyst is C1COCC1. The product is [C:26]([O:25][C:23](=[O:24])[NH:1][C:2]([CH3:6])([CH3:5])[CH2:3][O:4][C:12]1[CH:19]=[CH:18][CH:17]=[C:16]([N+:20]([O-:22])=[O:21])[C:13]=1[C:14]#[N:15])([CH3:29])([CH3:28])[CH3:27]. The yield is 1.00. (4) The reactants are C(O)(=O)C.[CH:5]([NH2:7])=[NH:6].[Cl:8][C:9]1[CH:14]=[CH:13][C:12]([S:15][CH2:16][C:17](=O)[CH2:18][C:19](OCC)=[O:20])=[CH:11][CH:10]=1.C1(O)C=CC=CC=1. The catalyst is C([O-])(O)=O.[Na+]. The product is [Cl:8][C:9]1[CH:10]=[CH:11][C:12]([S:15][CH2:16][C:17]2[N:7]=[CH:5][NH:6][C:19](=[O:20])[CH:18]=2)=[CH:13][CH:14]=1. The yield is 0.220. (5) The reactants are [Cl:1][C:2]1[CH:3]=[CH:4][C:5]([CH2:8][O:9][C:10]2[CH:15]=[CH:14][N:13]([C:16]3[CH:21]=[CH:20][C:19]4[C:22]5[CH2:23][N:24](C(OC(C)(C)C)=O)[CH2:25][CH2:26][CH2:27][C:28]=5[S:29][C:18]=4[CH:17]=3)[C:12](=[O:37])[CH:11]=2)=[N:6][CH:7]=1.Cl. No catalyst specified. The product is [ClH:1].[Cl:1][C:2]1[CH:3]=[CH:4][C:5]([CH2:8][O:9][C:10]2[CH:15]=[CH:14][N:13]([C:16]3[CH:21]=[CH:20][C:19]4[C:22]5[CH2:23][NH:24][CH2:25][CH2:26][CH2:27][C:28]=5[S:29][C:18]=4[CH:17]=3)[C:12](=[O:37])[CH:11]=2)=[N:6][CH:7]=1. The yield is 0.910. (6) The reactants are [CH3:1][N:2]1[C:6]2[CH2:7][N:8](C(OC(C)(C)C)=O)[CH2:9][CH2:10][C:5]=2[CH:4]=[N:3]1.Cl.CC(=O)OCC. The catalyst is CC(=O)OCC. The product is [CH3:1][N:2]1[C:6]2[CH2:7][NH:8][CH2:9][CH2:10][C:5]=2[CH:4]=[N:3]1. The yield is 0.280.